Dataset: Retrosynthesis with 50K atom-mapped reactions and 10 reaction types from USPTO. Task: Predict the reactants needed to synthesize the given product. (1) The reactants are: Nc1ncnn2c([C@@H]3CCCN(C(=O)OCc4ccccc4)C3)cc(-c3ccc4cn(Cc5ccccc5)nc4c3)c12. Given the product Nc1ncnn2c([C@@H]3CCCNC3)cc(-c3ccc4cn(Cc5ccccc5)nc4c3)c12, predict the reactants needed to synthesize it. (2) Given the product O=S(=O)(/C=C/c1ccccc1)N1CCC(OCc2cc(F)ccc2F)CC1, predict the reactants needed to synthesize it. The reactants are: Fc1ccc(F)c(CBr)c1.O=S(=O)(/C=C/c1ccccc1)N1CCC(O)CC1. (3) Given the product O=c1[nH]c2cc(F)c(F)cc2[nH]1, predict the reactants needed to synthesize it. The reactants are: Nc1cc(F)c(F)cc1N.O=C(n1ccnc1)n1ccnc1. (4) Given the product CC(=O)N(Cc1cc(C(F)(F)F)cc(C(F)(F)F)c1)C1CCCN(C(=O)NN)c2cc(Cl)ccc21, predict the reactants needed to synthesize it. The reactants are: CC(=O)N(Cc1cc(C(F)(F)F)cc(C(F)(F)F)c1)C1CCCN(C(=O)Cl)c2cc(Cl)ccc21.NN. (5) Given the product CCCc1nc(C)n(-c2ccc(F)cc2)c(=O)c1Cc1ccc(-c2ccccc2C#N)cc1, predict the reactants needed to synthesize it. The reactants are: CCCc1nc(C)[nH]c(=O)c1Cc1ccc(-c2ccccc2C#N)cc1.OB(O)c1ccc(F)cc1. (6) Given the product Cc1ccc(CN2C3CCC2C(Nc2ccc4[nH]ncc4c2)C3)cc1, predict the reactants needed to synthesize it. The reactants are: Cc1ccc(C=O)cc1.c1cc2[nH]ncc2cc1NC1CC2CCC1N2. (7) The reactants are: CC(C)(C)OC(=O)NC1CN(Cc2ccccc2)CC1c1ccc(Cl)c(Cl)c1. Given the product CC(C)(C)OC(=O)NC1CNCC1c1ccc(Cl)c(Cl)c1, predict the reactants needed to synthesize it.